Dataset: NCI-60 drug combinations with 297,098 pairs across 59 cell lines. Task: Regression. Given two drug SMILES strings and cell line genomic features, predict the synergy score measuring deviation from expected non-interaction effect. (1) Drug 1: CC=C1C(=O)NC(C(=O)OC2CC(=O)NC(C(=O)NC(CSSCCC=C2)C(=O)N1)C(C)C)C(C)C. Drug 2: C(CN)CNCCSP(=O)(O)O. Cell line: NCI-H460. Synergy scores: CSS=53.9, Synergy_ZIP=3.42, Synergy_Bliss=2.80, Synergy_Loewe=-42.5, Synergy_HSA=0.728. (2) Drug 1: COC1=C(C=C2C(=C1)N=CN=C2NC3=CC(=C(C=C3)F)Cl)OCCCN4CCOCC4. Drug 2: CC12CCC3C(C1CCC2OP(=O)(O)O)CCC4=C3C=CC(=C4)OC(=O)N(CCCl)CCCl.[Na+]. Cell line: RPMI-8226. Synergy scores: CSS=2.57, Synergy_ZIP=-8.21, Synergy_Bliss=-14.2, Synergy_Loewe=-28.3, Synergy_HSA=-14.6. (3) Drug 1: C1=NC(=NC(=O)N1C2C(C(C(O2)CO)O)O)N. Drug 2: C1CC(=O)NC(=O)C1N2C(=O)C3=CC=CC=C3C2=O. Cell line: U251. Synergy scores: CSS=24.3, Synergy_ZIP=7.80, Synergy_Bliss=5.42, Synergy_Loewe=-24.9, Synergy_HSA=2.51. (4) Drug 1: CC1=CC=C(C=C1)C2=CC(=NN2C3=CC=C(C=C3)S(=O)(=O)N)C(F)(F)F. Drug 2: CC1=C(C(=O)C2=C(C1=O)N3CC4C(C3(C2COC(=O)N)OC)N4)N. Cell line: U251. Synergy scores: CSS=39.7, Synergy_ZIP=2.95, Synergy_Bliss=2.46, Synergy_Loewe=-21.2, Synergy_HSA=0.900.